This data is from Reaction yield outcomes from USPTO patents with 853,638 reactions. The task is: Predict the reaction yield, written as a fraction of the theoretical maximum amount of product (1.0 means a 100% yield; for example, 0.34 means a 34% yield). (1) The reactants are [OH:1][CH2:2][C:3]1[S:7][CH:6]=[N:5][CH:4]=1.CN1CCOCC1.Cl[C:16]([O:18][C:19]1[CH:24]=[CH:23][C:22]([N+:25]([O-:27])=[O:26])=[CH:21][CH:20]=1)=[O:17]. The catalyst is C(Cl)Cl.C(Cl)(Cl)Cl. The product is [CH:23]1[C:22]([N+:25]([O-:27])=[O:26])=[CH:21][CH:20]=[C:19]([O:18][C:16]([O:1][CH2:2][C:3]2[S:7][CH:6]=[N:5][CH:4]=2)=[O:17])[CH:24]=1. The yield is 0.780. (2) The reactants are C([O:8][N:9]1[C:15](=[O:16])[N:14]2[CH2:17][C@H:10]1[CH2:11][CH2:12][C@H:13]2[C:18]1[O:22][C:21]([C:23]([NH2:25])=[O:24])=[N:20][N:19]=1)C1C=CC=CC=1. The catalyst is C1COCC1.[Pd]. The yield is 1.00. The product is [OH:8][N:9]1[C:15](=[O:16])[N:14]2[CH2:17][C@H:10]1[CH2:11][CH2:12][C@H:13]2[C:18]1[O:22][C:21]([C:23]([NH2:25])=[O:24])=[N:20][N:19]=1.